This data is from Full USPTO retrosynthesis dataset with 1.9M reactions from patents (1976-2016). The task is: Predict the reactants needed to synthesize the given product. (1) The reactants are: [NH2:1][CH:2]1[CH2:7][CH2:6][N:5]([C:8]([C:10]2[CH:15]=[CH:14][C:13]([C:16]([N:18]3[CH2:23][CH2:22][CH:21]([NH2:24])[CH2:20][CH2:19]3)=[O:17])=[CH:12][CH:11]=2)=[O:9])[CH2:4][CH2:3]1.C(O)(=O)C.[BrH:29]. Given the product [BrH:29].[BrH:29].[NH2:24][CH:21]1[CH2:22][CH2:23][N:18]([C:16]([C:13]2[CH:14]=[CH:15][C:10]([C:8]([N:5]3[CH2:6][CH2:7][CH:2]([NH2:1])[CH2:3][CH2:4]3)=[O:9])=[CH:11][CH:12]=2)=[O:17])[CH2:19][CH2:20]1, predict the reactants needed to synthesize it. (2) Given the product [Cl:15][C:16]1[CH:21]=[CH:20][N:19]=[C:18]([C:22]([NH:4][CH:1]2[CH2:3][CH2:2]2)=[O:23])[CH:17]=1, predict the reactants needed to synthesize it. The reactants are: [CH:1]1([NH2:4])[CH2:3][CH2:2]1.CCN(C(C)C)C(C)C.Cl.[Cl:15][C:16]1[CH:21]=[CH:20][N:19]=[C:18]([C:22](Cl)=[O:23])[CH:17]=1. (3) Given the product [C:18](=[O:26])([O:5][C:3]([CH3:6])([CH3:4])[C:2]([F:8])([F:7])[F:1])[O:19][C:20]1[CH:25]=[CH:24][CH:23]=[CH:22][N:21]=1, predict the reactants needed to synthesize it. The reactants are: [F:1][C:2]([F:8])([F:7])[C:3]([CH3:6])([OH:5])[CH3:4].CCN(C(C)C)C(C)C.[C:18](=O)([O:26]C1C=CC=CN=1)[O:19][C:20]1[CH:25]=[CH:24][CH:23]=[CH:22][N:21]=1. (4) Given the product [Br:17][C:18]1[CH:23]=[CH:22][C:21]([C:8]2[CH:13]=[CH:12][CH:11]=[CH:10][C:9]=2[N+:14]([O-:16])=[O:15])=[CH:20][CH:19]=1, predict the reactants needed to synthesize it. The reactants are: C(=O)([O-])[O-].[K+].[K+].I[C:8]1[CH:13]=[CH:12][CH:11]=[CH:10][C:9]=1[N+:14]([O-:16])=[O:15].[Br:17][C:18]1[CH:23]=[CH:22][C:21](B(O)O)=[CH:20][CH:19]=1. (5) Given the product [C:29]([C:32]1[CH:33]=[C:34]([CH:43]=[CH:44][CH:45]=1)[O:35][C:36]1[CH:42]=[CH:41][C:39]([NH2:40])=[CH:38][CH:37]=1)([OH:31])=[O:30].[F:1][C:2]([F:12])([F:13])[C:3]1[CH:4]=[CH:5][C:6]([O:10][CH3:11])=[C:7]([N:8]([C:34]2[CH:43]=[CH:44][CH:45]=[C:32]([C:29]([OH:31])=[O:30])[CH:33]=2)[C:23]([NH2:22])=[O:24])[CH:9]=1, predict the reactants needed to synthesize it. The reactants are: [F:1][C:2]([F:13])([F:12])[C:3]1[CH:4]=[CH:5][C:6]([O:10][CH3:11])=[C:7]([CH:9]=1)[NH2:8].FC(F)(F)C1C=CC(OC)=C([N:22]=[C:23]=[O:24])C=1.[C:29]([C:32]1[CH:33]=[C:34]([CH:43]=[CH:44][CH:45]=1)[O:35][C:36]1[CH:42]=[CH:41][C:39]([NH2:40])=[CH:38][CH:37]=1)([OH:31])=[O:30]. (6) Given the product [F:1][C:2]1[C:10]([O:11][C:12]2[C:21]3[C:16](=[CH:17][C:18]([O:24][CH2:25][CH2:26][N:27]4[CH2:33][C:32](=[CH2:38])[C:29]5([CH2:30][CH2:31]5)[CH2:28]4)=[C:19]([O:22][CH3:23])[CH:20]=3)[N:15]=[CH:14][CH:13]=2)=[CH:9][CH:8]=[C:7]2[C:3]=1[CH:4]=[C:5]([CH3:35])[NH:6]2, predict the reactants needed to synthesize it. The reactants are: [F:1][C:2]1[C:10]([O:11][C:12]2[C:21]3[C:16](=[CH:17][C:18]([O:24][CH2:25][CH2:26][N:27]4[CH2:33][C:32](=O)[C:29]5([CH2:31][CH2:30]5)[CH2:28]4)=[C:19]([O:22][CH3:23])[CH:20]=3)[N:15]=[CH:14][CH:13]=2)=[CH:9][CH:8]=[C:7]2[C:3]=1[CH:4]=[C:5]([CH3:35])[NH:6]2.Br[Zn][CH2:38][Zn]C[Zn]Br.C1OCCC1. (7) Given the product [Br:1][C:2]1[C:7]([O:8][CH3:9])=[CH:6][CH:5]=[C:4]([N+:10]([O-:12])=[O:11])[N:3]=1, predict the reactants needed to synthesize it. The reactants are: [Br:1][C:2]1[C:7]([O:8][CH3:9])=[CH:6][CH:5]=[CH:4][N:3]=1.[N+:10]([O-])([OH:12])=[O:11]. (8) Given the product [S:1]1[CH:5]=[C:4]([CH:23]([NH:20][CH2:19][C:13]2[CH:18]=[CH:17][CH:16]=[CH:15][CH:14]=2)[C:24]([OH:26])=[O:25])[C:3]2[CH:9]=[CH:10][CH:11]=[CH:12][C:2]1=2, predict the reactants needed to synthesize it. The reactants are: [S:1]1[CH:5]=[C:4](B(O)O)[C:3]2[CH:9]=[CH:10][CH:11]=[CH:12][C:2]1=2.[C:13]1([CH2:19][NH2:20])[CH:18]=[CH:17][CH:16]=[CH:15][CH:14]=1.O.O=[CH:23][C:24]([OH:26])=[O:25].